Dataset: Forward reaction prediction with 1.9M reactions from USPTO patents (1976-2016). Task: Predict the product of the given reaction. (1) Given the reactants [S:1]1[CH:5]=[CH:4][CH:3]=[C:2]1[CH:6]=O.[CH3:8][O:9][CH:10]([O:13][CH3:14])[CH2:11][NH2:12].O.C1(C)C=CC(S(O)(=O)=O)=CC=1.[BH4-].[Na+], predict the reaction product. The product is: [CH3:8][O:9][CH:10]([O:13][CH3:14])[CH2:11][NH:12][CH2:6][C:2]1[S:1][CH:5]=[CH:4][CH:3]=1. (2) Given the reactants [F:1][CH2:2][C@@:3]1([C:46]([O:48]CC2C=CC=CC=2)=[O:47])[CH2:8][CH2:7][C:6]([C:9]2[C:10]([CH3:45])([CH3:44])[C@H:11]3[C@:24]([CH3:27])([CH2:25][CH:26]=2)[C@@H:23]2[C@:14]([CH3:43])([C@@:15]4([CH3:42])[C@H:20]([CH2:21][CH2:22]2)[C@H:19]2[C@H:28]([C:31]([CH3:33])=[CH2:32])[CH2:29][CH2:30][C@:18]2([NH:34][CH2:35][CH2:36][C:37]2([OH:41])[CH2:40][O:39][CH2:38]2)[CH2:17][CH2:16]4)[CH2:13][CH2:12]3)=[CH:5][CH2:4]1.[OH-].[Na+], predict the reaction product. The product is: [F:1][CH2:2][C@@:3]1([C:46]([OH:48])=[O:47])[CH2:8][CH2:7][C:6]([C:9]2[C:10]([CH3:45])([CH3:44])[C@H:11]3[C@:24]([CH3:27])([CH2:25][CH:26]=2)[C@@H:23]2[C@:14]([CH3:43])([C@@:15]4([CH3:42])[C@H:20]([CH2:21][CH2:22]2)[C@H:19]2[C@H:28]([C:31]([CH3:33])=[CH2:32])[CH2:29][CH2:30][C@:18]2([NH:34][CH2:35][CH2:36][C:37]2([OH:41])[CH2:38][O:39][CH2:40]2)[CH2:17][CH2:16]4)[CH2:13][CH2:12]3)=[CH:5][CH2:4]1.